Dataset: Forward reaction prediction with 1.9M reactions from USPTO patents (1976-2016). Task: Predict the product of the given reaction. (1) Given the reactants [F:1][C:2]1[CH:3]=[C:4]([CH:7]=[C:8]([O:14][CH3:15])[C:9]=1[O:10][CH:11]([CH3:13])[CH3:12])[CH:5]=[O:6].CC(=CC)C.Cl([O-])=[O:22].O.P([O-])(O)(O)=O.[Na+].[OH-].[Na+], predict the reaction product. The product is: [F:1][C:2]1[CH:3]=[C:4]([CH:7]=[C:8]([O:14][CH3:15])[C:9]=1[O:10][CH:11]([CH3:12])[CH3:13])[C:5]([OH:22])=[O:6]. (2) Given the reactants C(C1C=C(NC(=O)CCCC2C=CC([B:25]([OH:27])[OH:26])=CC=2)C=CC=1S(CC)(=O)=O)#N.Br[C:30]1[CH:35]=[CH:34][C:33]([CH2:36][CH2:37][CH2:38][C:39]([NH:41][C:42]2[CH:43]=[CH:44][C:45]([S:58]([CH:61]([CH3:63])[CH3:62])(=[O:60])=[O:59])=[C:46]([CH:57]=2)[CH2:47][N:48]([CH3:56])[C:49](=[O:55])[O:50][C:51]([CH3:54])([CH3:53])[CH3:52])=[O:40])=[C:32]([CH2:64][CH3:65])[CH:31]=1.CC1(C)COB(B2OCC(C)(C)CO2)OC1, predict the reaction product. The product is: [C:51]([O:50][C:49]([N:48]([CH2:47][C:46]1[CH:57]=[C:42]([NH:41][C:39](=[O:40])[CH2:38][CH2:37][CH2:36][C:33]2[CH:34]=[CH:35][C:30]([B:25]([OH:27])[OH:26])=[CH:31][C:32]=2[CH2:64][CH3:65])[CH:43]=[CH:44][C:45]=1[S:58]([CH:61]([CH3:63])[CH3:62])(=[O:60])=[O:59])[CH3:56])=[O:55])([CH3:54])([CH3:53])[CH3:52]. (3) Given the reactants [N:1]1[C:10]2[C:5](=[CH:6][C:7]([CH:11](O)[CH3:12])=[CH:8][CH:9]=2)[CH:4]=[CH:3][CH:2]=1.P(Br)(Br)[Br:15].C([O-])(O)=O.[Na+], predict the reaction product. The product is: [Br:15][CH:11]([C:7]1[CH:6]=[C:5]2[C:10](=[CH:9][CH:8]=1)[N:1]=[CH:2][CH:3]=[CH:4]2)[CH3:12]. (4) Given the reactants [CH3:1][O:2][C:3]1[C:8]2[N:9]=[CH:10][O:11][C:7]=2[C:6]([C:12]([OH:14])=[O:13])=[CH:5][CH:4]=1.CN(C1C=CC=CN=1)C.[N+:24]([C:27]1[CH:32]=[CH:31][C:30](O)=[CH:29][CH:28]=1)([O-:26])=[O:25].Cl.C(N=C=NCCCN(C)C)C, predict the reaction product. The product is: [CH3:1][O:2][C:3]1[C:8]2[N:9]=[CH:10][O:11][C:7]=2[C:6]([C:12]([O:14][C:30]2[CH:31]=[CH:32][C:27]([N+:24]([O-:26])=[O:25])=[CH:28][CH:29]=2)=[O:13])=[CH:5][CH:4]=1. (5) Given the reactants [Br:1][C:2]1[CH:7]=[CH:6][C:5]([S:8]([N:11]2[C:17]3[CH:18]=[CH:19][CH:20]=[CH:21][C:16]=3[CH2:15][N:14]3[CH:22]=[CH:23][CH:24]=[C:13]3[CH2:12]2)(=[O:10])=[O:9])=[CH:4][CH:3]=1.CN(C)C1C=CC=CC=1.[Cl:34][C:35]([Cl:40])([Cl:39])[C:36](Cl)=[O:37], predict the reaction product. The product is: [Br:1][C:2]1[CH:3]=[CH:4][C:5]([S:8]([N:11]2[C:17]3[CH:18]=[CH:19][CH:20]=[CH:21][C:16]=3[CH2:15][N:14]3[C:22]([C:36](=[O:37])[C:35]([Cl:40])([Cl:39])[Cl:34])=[CH:23][CH:24]=[C:13]3[CH2:12]2)(=[O:9])=[O:10])=[CH:6][CH:7]=1. (6) Given the reactants [CH3:1][O:2][C:3]1[CH:22]=[CH:21][C:6]([CH2:7][O:8][C:9]2[CH:14]=[CH:13][CH:12]=[C:11]([N+:15]([O-:17])=[O:16])[C:10]=2[CH:18]([OH:20])[CH3:19])=[CH:5][CH:4]=1.C[N+]1([O-])CCOCC1, predict the reaction product. The product is: [CH3:1][O:2][C:3]1[CH:4]=[CH:5][C:6]([CH2:7][O:8][C:9]2[CH:14]=[CH:13][CH:12]=[C:11]([N+:15]([O-:17])=[O:16])[C:10]=2[C:18](=[O:20])[CH3:19])=[CH:21][CH:22]=1.